Predict the reaction yield, written as a fraction of the theoretical maximum amount of product (1.0 means a 100% yield; for example, 0.34 means a 34% yield). From a dataset of Reaction yield outcomes from USPTO patents with 853,638 reactions. The reactants are [CH:1]1[C:14]2[S:13][C:12]3[C:7](=[CH:8][CH:9]=[CH:10][CH:11]=3)[S:6][C:5]=2[CH:4]=[CH:3][CH:2]=1.[Li]C(C)(C)C.CC[Mg+].[Br-].[O:24]=O. The catalyst is C1COCC1. The product is [C:11]1([OH:24])[C:12]2[S:13][C:14]3[C:5](=[CH:4][CH:3]=[CH:2][CH:1]=3)[S:6][C:7]=2[CH:8]=[CH:9][CH:10]=1. The yield is 0.360.